Dataset: Forward reaction prediction with 1.9M reactions from USPTO patents (1976-2016). Task: Predict the product of the given reaction. (1) Given the reactants C([O:3][C:4]([C:6]1[CH:7]=[C:8]([C:12]2[CH:13]=[N:14][CH:15]=[CH:16][CH:17]=2)[CH:9]=[N:10][CH:11]=1)=O)C.[BH4-].[Na+], predict the reaction product. The product is: [N:10]1[CH:11]=[C:6]([CH2:4][OH:3])[CH:7]=[C:8]([C:12]2[CH:13]=[N:14][CH:15]=[CH:16][CH:17]=2)[CH:9]=1. (2) Given the reactants [Cl-].[Br:2][C:3]1[CH:4]=[C:5]2[N:11]=[C:10]([CH2:12][P+](CCCC)(CCCC)CCCC)[NH:9][C:6]2=[N:7][CH:8]=1.[H-].[Na+].[CH:28]([C:30]1[N:35]=[C:34]([NH:36][C:37](=[O:39])[CH3:38])[CH:33]=[C:32]([CH3:40])[CH:31]=1)=O, predict the reaction product. The product is: [Br:2][C:3]1[CH:4]=[C:5]2[N:11]=[C:10](/[CH:12]=[CH:28]/[C:30]3[N:35]=[C:34]([NH:36][C:37](=[O:39])[CH3:38])[CH:33]=[C:32]([CH3:40])[CH:31]=3)[NH:9][C:6]2=[N:7][CH:8]=1. (3) Given the reactants ClC1C=C(C=C(Cl)N=1)C(O)=O.Cl.C(N=C=NCCCN(C)C)C.N1C=CC=CC=1.[NH2:30][CH2:31][C:32]1([C:50]2[CH:55]=[CH:54][CH:53]=[CH:52][CH:51]=2)[CH2:37][CH2:36][N:35]([CH2:38][CH2:39][C:40]2[CH:45]=[CH:44][CH:43]=[CH:42][C:41]=2[C:46]([F:49])([F:48])[F:47])[CH2:34][CH2:33]1, predict the reaction product. The product is: [C:50]1([C:32]2([C:31]#[N:30])[CH2:33][CH2:34][N:35]([CH2:38][CH2:39][C:40]3[CH:45]=[CH:44][CH:43]=[CH:42][C:41]=3[C:46]([F:47])([F:48])[F:49])[CH2:36][CH2:37]2)[CH:51]=[CH:52][CH:53]=[CH:54][CH:55]=1. (4) Given the reactants [OH:1][C:2]1[CH:7]=[CH:6][C:5]([N+:8]([O-:10])=[O:9])=[CH:4][C:3]=1[C:11](=[O:14])[CH2:12][CH3:13].[H-].[Na+].[CH2:17](I)[C:18]([CH3:21])([CH3:20])[CH3:19].O, predict the reaction product. The product is: [CH2:17]([O:1][C:2]1[CH:7]=[CH:6][C:5]([N+:8]([O-:10])=[O:9])=[CH:4][C:3]=1[C:11](=[O:14])[CH2:12][CH3:13])[C:18]([CH3:21])([CH3:20])[CH3:19]. (5) Given the reactants I[C:2]1[CH:21]=[CH:20][C:19]([C:22]([F:25])([F:24])[F:23])=[CH:18][C:3]=1[CH2:4][N:5]1[CH2:10][CH2:9][CH:8]([C:11]2[CH:16]=[CH:15][CH:14]=[CH:13][CH:12]=2)[O:7][C:6]1=[O:17].[CH3:26][O:27][C:28]1[CH:33]=[CH:32][C:31]([CH:34]([CH3:36])[CH3:35])=[CH:30][C:29]=1B(O)O.C(=O)([O-])[O-].[K+].[K+], predict the reaction product. The product is: [CH:34]([C:31]1[CH:30]=[CH:29][C:28]([O:27][CH3:26])=[C:33]([C:2]2[CH:21]=[CH:20][C:19]([C:22]([F:25])([F:24])[F:23])=[CH:18][C:3]=2[CH2:4][N:5]2[CH2:10][CH2:9][CH:8]([C:11]3[CH:16]=[CH:15][CH:14]=[CH:13][CH:12]=3)[O:7][C:6]2=[O:17])[CH:32]=1)([CH3:36])[CH3:35].